This data is from Catalyst prediction with 721,799 reactions and 888 catalyst types from USPTO. The task is: Predict which catalyst facilitates the given reaction. (1) Reactant: Cl[C:2]1[N:9]=[C:8]([CH3:10])[C:7]([C:11]2[O:12][C:13]([CH2:16][CH3:17])=[CH:14][N:15]=2)=[CH:6][C:3]=1[C:4]#[N:5].[C:18]([O:22][C:23](=[O:29])[NH:24][CH:25]1[CH2:28][NH:27][CH2:26]1)([CH3:21])([CH3:20])[CH3:19].C(N(CC)CC)C. Product: [C:4]([C:3]1[C:2]([N:27]2[CH2:28][CH:25]([NH:24][C:23](=[O:29])[O:22][C:18]([CH3:20])([CH3:19])[CH3:21])[CH2:26]2)=[N:9][C:8]([CH3:10])=[C:7]([C:11]2[O:12][C:13]([CH2:16][CH3:17])=[CH:14][N:15]=2)[CH:6]=1)#[N:5]. The catalyst class is: 8. (2) Reactant: [Cl:1][C:2]1[CH:59]=[CH:58][C:5]([CH2:6][CH:7]2[N:12]3[C:13](=[O:53])[CH:14]([NH:28][C:29]([CH:31]4[CH2:35][CH2:34][CH2:33][N:32]4C(OCC4C5C=CC=CC=5C5C4=CC=CC=5)=O)=[O:30])[CH2:15][N:16]([S:17]([C:20]4[CH:25]=[CH:24][C:23]([Cl:26])=[CH:22][C:21]=4[Cl:27])(=[O:19])=[O:18])[CH:11]3[CH2:10][N:9]([CH:54]([CH3:56])[CH3:55])[C:8]2=[O:57])=[CH:4][CH:3]=1.C(NCC)C. Product: [Cl:1][C:2]1[CH:3]=[CH:4][C:5]([CH2:6][CH:7]2[N:12]3[C:13](=[O:53])[CH:14]([NH:28][C:29]([CH:31]4[CH2:35][CH2:34][CH2:33][NH:32]4)=[O:30])[CH2:15][N:16]([S:17]([C:20]4[CH:25]=[CH:24][C:23]([Cl:26])=[CH:22][C:21]=4[Cl:27])(=[O:19])=[O:18])[CH:11]3[CH2:10][N:9]([CH:54]([CH3:56])[CH3:55])[C:8]2=[O:57])=[CH:58][CH:59]=1. The catalyst class is: 2. (3) Reactant: Cl.FC1C=C(C=CC=1)CN1C=C(C2C3C(=NC=C(C4C=CC(C5CCNCC5)=CC=4)C=3)N(S(C3C=CC(C)=CC=3)(=O)=O)C=2)C=N1.[F:46][C:47]1[CH:48]=[C:49]([CH:91]=[CH:92][CH:93]=1)[CH2:50][N:51]1[CH:55]=[C:54]([C:56]2[C:64]3[C:59](=[N:60][CH:61]=[C:62]([C:65]4[CH:70]=[CH:69][C:68]([N:71]5[CH2:76][CH2:75][N:74]([C:77](=[O:80])[CH2:78][OH:79])[CH2:73][CH2:72]5)=[CH:67][CH:66]=4)[CH:63]=3)[N:58](S(C3C=CC(C)=CC=3)(=O)=O)[CH:57]=2)[CH:53]=[N:52]1.[OH-].[Li+]. Product: [F:46][C:47]1[CH:48]=[C:49]([CH:91]=[CH:92][CH:93]=1)[CH2:50][N:51]1[CH:55]=[C:54]([C:56]2[C:64]3[C:59](=[N:60][CH:61]=[C:62]([C:65]4[CH:66]=[CH:67][C:68]([N:71]5[CH2:76][CH2:75][N:74]([C:77](=[O:80])[CH2:78][OH:79])[CH2:73][CH2:72]5)=[CH:69][CH:70]=4)[CH:63]=3)[NH:58][CH:57]=2)[CH:53]=[N:52]1. The catalyst class is: 87. (4) Reactant: [Cl:1][C:2]1[CH:3]=[C:4]([CH:24]=[CH:25][C:26]=1[Cl:27])[O:5][C:6]1[C:7](=[O:23])[NH:8][C:9]([CH:16](OCC)OCC)=[N:10][C:11]=1[C:12]([F:15])([F:14])[F:13].[Cl-].[OH:29][NH3+:30]. Product: [Cl:1][C:2]1[CH:3]=[C:4]([CH:24]=[CH:25][C:26]=1[Cl:27])[O:5][C:6]1[C:7](=[O:23])[NH:8][C:9](/[CH:16]=[N:30]/[OH:29])=[N:10][C:11]=1[C:12]([F:14])([F:15])[F:13]. The catalyst class is: 40. (5) Reactant: [N:1]1([C:7]([NH:9][CH:10]([CH2:14][S:15]([CH2:18][C:19]2[CH:24]=[CH:23][CH:22]=[CH:21][CH:20]=2)(=[O:17])=[O:16])[C:11]([OH:13])=O)=[O:8])[CH2:6][CH2:5][O:4][CH2:3][CH2:2]1.OC(C(F)(F)F)=O.[NH2:32][CH2:33][CH:34]([OH:46])[CH2:35][NH:36][S:37]([C:40]1[CH:45]=[CH:44][CH:43]=[CH:42][CH:41]=1)(=[O:39])=[O:38].C(Cl)CCl.C1C=CC2N(O)N=NC=2C=1.CN1CCOCC1. Product: [C:40]1([S:37]([NH:36][CH2:35][C:34](=[O:46])[CH2:33][NH:32][C:11]([CH:10]([NH:9][C:7]([N:1]2[CH2:6][CH2:5][O:4][CH2:3][CH2:2]2)=[O:8])[CH2:14][S:15]([CH2:18][C:19]2[CH:20]=[CH:21][CH:22]=[CH:23][CH:24]=2)(=[O:16])=[O:17])=[O:13])(=[O:39])=[O:38])[CH:41]=[CH:42][CH:43]=[CH:44][CH:45]=1. The catalyst class is: 3. (6) Reactant: Cl[C:2]1[CH:7]=[CH:6][N:5]=[C:4]([NH:8]C(=O)C(C)(C)C)[C:3]=1[CH:15]=[O:16].[F:17][C:18]([F:22])([F:21])[CH2:19][OH:20].C(=O)([O-])[O-].[K+].[K+].O. Product: [NH2:8][C:4]1[N:5]=[CH:6][CH:7]=[C:2]([O:20][CH2:19][C:18]([F:22])([F:21])[F:17])[C:3]=1[CH:15]=[O:16]. The catalyst class is: 3. (7) Reactant: [S:1]1[CH:5]=[CH:4][C:3]2[C:6]([N:10]3[CH2:15][CH2:14][N:13]([CH2:16][CH2:17][CH2:18][O:19][C:20]4[N:24]([CH3:25])[N:23]=[C:22]([NH2:26])[CH:21]=4)[CH2:12][CH2:11]3)=[CH:7][CH:8]=[CH:9][C:2]1=2.C(N(CC)CC)C.[CH3:34][N:35]([CH3:39])[C:36]([Cl:38])=[O:37].N1C=CC=CC=1. Product: [ClH:38].[S:1]1[CH:5]=[CH:4][C:3]2[C:6]([N:10]3[CH2:11][CH2:12][N:13]([CH2:16][CH2:17][CH2:18][O:19][C:20]4[N:24]([CH3:25])[N:23]=[C:22]([NH:26][C:36](=[O:37])[N:35]([CH3:39])[CH3:34])[CH:21]=4)[CH2:14][CH2:15]3)=[CH:7][CH:8]=[CH:9][C:2]1=2. The catalyst class is: 229.